This data is from Full USPTO retrosynthesis dataset with 1.9M reactions from patents (1976-2016). The task is: Predict the reactants needed to synthesize the given product. (1) Given the product [C:1]([O:5][C:6](=[O:47])[NH:7][CH2:8][CH:9]1[CH2:12][N:11]([CH2:13][C:14]2[CH:19]=[CH:18][N:17]=[C:16]3[NH:20][C:21]([C:23]4[C:31]5[C:26](=[CH:27][C:28]([O:34][CH3:35])=[C:29]([O:32][CH3:33])[CH:30]=5)[N:25]([CH3:36])[CH:24]=4)=[CH:22][C:15]=23)[CH2:10]1)([CH3:3])([CH3:4])[CH3:2].[C:1]([O:5][C:6](=[O:47])[NH:7][CH2:8][CH:9]1[CH2:10][N:11]([CH2:13][C:14]2[CH:19]=[CH:18][N:17]=[C:16]3[N:20]([S:37]([C:40]4[CH:45]=[CH:44][C:43]([CH3:46])=[CH:42][CH:41]=4)(=[O:39])=[O:38])[C:21]([C:23]4[C:31]5[C:26](=[CH:27][C:28]([O:34][CH3:35])=[C:29]([O:32][CH3:33])[CH:30]=5)[N:25]([CH3:36])[CH:24]=4)=[CH:22][C:15]=23)[CH2:12]1)([CH3:4])([CH3:3])[CH3:2], predict the reactants needed to synthesize it. The reactants are: [C:1]([O:5][C:6](=[O:47])[NH:7][CH2:8][CH:9]1[CH2:12][N:11]([CH2:13][C:14]2[CH:19]=[CH:18][N:17]=[C:16]3[N:20]([S:37]([C:40]4[CH:45]=[CH:44][C:43]([CH3:46])=[CH:42][CH:41]=4)(=[O:39])=[O:38])[C:21]([C:23]4[C:31]5[C:26](=[CH:27][C:28]([O:34][CH3:35])=[C:29]([O:32][CH3:33])[CH:30]=5)[N:25]([CH3:36])[CH:24]=4)=[CH:22][C:15]=23)[CH2:10]1)([CH3:4])([CH3:3])[CH3:2].[OH-].[K+]. (2) Given the product [Cl:2][C:3]1[CH:4]=[C:5]2[C:9](=[CH:10][CH:11]=1)[NH:8][C:7]([C:12]([NH:14][CH:15]1[CH2:24][C:23]3[C:18](=[CH:19][CH:20]=[CH:21][CH:22]=3)[N:17]([CH2:25][CH:26]([CH2:27][OH:28])[CH2:31][OH:30])[C:16]1=[O:34])=[O:13])=[CH:6]2, predict the reactants needed to synthesize it. The reactants are: Cl.[Cl:2][C:3]1[CH:4]=[C:5]2[C:9](=[CH:10][CH:11]=1)[NH:8][C:7]([C:12]([NH:14][CH:15]1[CH2:24][C:23]3[C:18](=[CH:19][CH:20]=[CH:21][CH:22]=3)[N:17]([CH2:25][CH:26]3[CH2:31][O:30]C(C)(C)[O:28][CH2:27]3)[C:16]1=[O:34])=[O:13])=[CH:6]2.